Dataset: Catalyst prediction with 721,799 reactions and 888 catalyst types from USPTO. Task: Predict which catalyst facilitates the given reaction. (1) Reactant: C([Li])CCC.C(NC(C)C)(C)C.[F:13][C:14]1[CH:19]=[CH:18][C:17]([CH3:20])=[CH:16][N:15]=1.C([O:24][B:25](OCCC)[O:26]CCC)CC. Product: [F:13][C:14]1[C:19]([B:25]([OH:26])[OH:24])=[CH:18][C:17]([CH3:20])=[CH:16][N:15]=1. The catalyst class is: 1. (2) Reactant: [Li+].[OH-].[CH3:3][C:4]1[C:9]([C:10]#[C:11][C:12]2[CH:17]=[CH:16][C:15]([CH2:18][C:19]([O:21]C)=[O:20])=[CH:14][CH:13]=2)=[CH:8][CH:7]=[CH:6][N:5]=1. Product: [CH3:3][C:4]1[C:9]([C:10]#[C:11][C:12]2[CH:13]=[CH:14][C:15]([CH2:18][C:19]([OH:21])=[O:20])=[CH:16][CH:17]=2)=[CH:8][CH:7]=[CH:6][N:5]=1. The catalyst class is: 90. (3) Reactant: [Cl:1][C:2]1[CH:7]=[C:6]([N+:8]([O-])=O)[CH:5]=[CH:4][C:3]=1[N:11]1[CH2:16][CH2:15][N:14]([CH:17]2[CH2:22][CH2:21][N:20]([CH3:23])[CH2:19][CH2:18]2)[CH2:13][CH2:12]1.[Cl-].[NH4+].C(O)C.O1CCCC1. Product: [Cl:1][C:2]1[CH:7]=[C:6]([CH:5]=[CH:4][C:3]=1[N:11]1[CH2:16][CH2:15][N:14]([CH:17]2[CH2:22][CH2:21][N:20]([CH3:23])[CH2:19][CH2:18]2)[CH2:13][CH2:12]1)[NH2:8]. The catalyst class is: 150. (4) Product: [ClH:2].[Cl:2][C:3]1[CH:4]=[C:5]2[C:10](=[CH:11][CH:12]=1)[CH:9]=[C:8]([S:13]([N:16]1[CH2:17][CH2:18][N:19]([C:22]([C:24]3[S:25][C:26]4[CH2:27][NH:28][CH:29]([CH3:33])[CH2:30][C:31]=4[N:32]=3)=[O:23])[CH2:20][CH2:21]1)(=[O:14])=[O:15])[CH:7]=[CH:6]2. Reactant: Cl.[Cl:2][C:3]1[CH:4]=[C:5]2[C:10](=[CH:11][CH:12]=1)[CH:9]=[C:8]([S:13]([N:16]1[CH2:21][CH2:20][N:19]([C:22]([C:24]3[S:25][C:26]4[CH2:27][NH:28][CH2:29][CH2:30][C:31]=4[N:32]=3)=[O:23])[CH2:18][CH2:17]1)(=[O:15])=[O:14])[CH:7]=[CH:6]2.[CH2:33](N(CC)CC)C.C=O.C(O[BH-](OC(=O)C)OC(=O)C)(=O)C.[Na+]. The catalyst class is: 411. (5) Reactant: [CH3:1][N:2]1[CH2:7][CH2:6][NH:5][C:4](=O)[CH:3]1[CH2:9][C:10](OC)=[O:11].[H-].[H-].[H-].[H-].[Li+].[Al+3]. Product: [CH3:1][N:2]1[CH2:7][CH2:6][NH:5][CH2:4][CH:3]1[CH2:9][CH2:10][OH:11]. The catalyst class is: 1. (6) Reactant: [F:1][C:2]1[C:31]([F:32])=[CH:30][CH:29]=[CH:28][C:3]=1[O:4][C:5]1[CH:10]=[CH:9][C:8]([C:11]2[C:19]3[C:14](=[N:15][CH:16]=[N:17][C:18]=3[NH2:20])[N:13]([CH2:21][C@@H:22]3[CH2:26][CH2:25][CH2:24][NH:23]3)[N:12]=2)=[C:7]([F:27])[CH:6]=1.[C:33]([CH2:35][C:36](O)=[O:37])#[N:34]. Product: [NH2:20][C:18]1[N:17]=[CH:16][N:15]=[C:14]2[N:13]([CH2:21][C@@H:22]3[CH2:26][CH2:25][CH2:24][N:23]3[C:36](=[O:37])[CH2:35][C:33]#[N:34])[N:12]=[C:11]([C:8]3[CH:9]=[CH:10][C:5]([O:4][C:3]4[CH:28]=[CH:29][CH:30]=[C:31]([F:32])[C:2]=4[F:1])=[CH:6][C:7]=3[F:27])[C:19]=12. The catalyst class is: 34.